From a dataset of Reaction yield outcomes from USPTO patents with 853,638 reactions. Predict the reaction yield, written as a fraction of the theoretical maximum amount of product (1.0 means a 100% yield; for example, 0.34 means a 34% yield). (1) The product is [F:1][C:2]1[CH:3]=[CH:4][C:5]([O:10][C:11]2[CH:16]=[C:15]3[CH:17]=[N:22][NH:18][C:14]3=[CH:13][N:12]=2)=[C:6]([CH:9]=1)[C:7]#[N:8]. The reactants are [F:1][C:2]1[CH:3]=[CH:4][C:5]([O:10][C:11]2[CH:16]=[C:15]([CH3:17])[C:14]([N+:18]([O-])=O)=[CH:13][N:12]=2)=[C:6]([CH:9]=1)[C:7]#[N:8].Cl.[N:22]([O-])=O.[Na+].[N+]([O-])([O-])=O.[Na+].CC([O-])=O.[K+]. The yield is 0.880. The catalyst is CC(O)=O.O.CCOC(C)=O. (2) The reactants are [CH3:1][C:2]([CH3:39])([CH2:35][CH2:36][CH2:37][CH3:38])[C:3]([NH:5][CH2:6][CH:7]1[O:11][C:10]([CH3:13])([CH3:12])[N:9]([C:14]([O:16][C:17]([CH3:20])([CH3:19])[CH3:18])=[O:15])[C@H:8]1[CH2:21][C@H:22]([CH2:26][O:27]CC1C=CC=CC=1)[CH:23]([CH3:25])[CH3:24])=[O:4]. The catalyst is CO.[OH-].[OH-].[Pd+2]. The product is [CH3:39][C:2]([CH3:1])([CH2:35][CH2:36][CH2:37][CH3:38])[C:3]([NH:5][CH2:6][CH:7]1[O:11][C:10]([CH3:12])([CH3:13])[N:9]([C:14]([O:16][C:17]([CH3:18])([CH3:19])[CH3:20])=[O:15])[C@H:8]1[CH2:21][C@H:22]([CH2:26][OH:27])[CH:23]([CH3:24])[CH3:25])=[O:4]. The yield is 0.830.